Dataset: Experimentally validated miRNA-target interactions with 360,000+ pairs, plus equal number of negative samples. Task: Binary Classification. Given a miRNA mature sequence and a target amino acid sequence, predict their likelihood of interaction. (1) The miRNA is hsa-miR-4756-3p with sequence CCAGAGAUGGUUGCCUUCCUAU. The protein sequence of the target gene is MDGLPGRALGAACLLLLVAGWLGPEAWGSPTPPPSPAAPPPPPPPGAPGGSQDTCTSCGGGGGGFRRPEELGRVDGDFLEAVKRHILSRLQLRGRPNITHAVPKAAMVTALRKLHAGKVREDGRVEIPHLDGHASPGADGQERVSEIISFAETDGLASSRVRLYFFVSNEGNQNLFVVQASLWLYLKLLPYVLEKGSRRKVRVKVYFQEQGHGDRWNVVEKKVDLKRSGWHTFPITEAIQALFERGERRLNLDVQCDSCQELAVVPVFVDPGEESHRPFVVVQARLGDSRHRIRKRGLEC.... Result: 0 (no interaction). (2) The miRNA is hsa-miR-4520-2-3p with sequence UUUGGACAGAAAACACGCAGGU. The protein sequence of the target gene is MLSSTDFTFASWELVVRVDHPNEEQQKDVTLRVSGDLHVGGVMLKLVEQINISQDWSDFALWWEQKHCWLLKTHWTLDKYGVQADAKLLFTPQHKMLRLRLPNLKMVRLRVSFSAVVFKAVSDICKILNIRRSEELSLLKPSGDYFKKKKKKDKNNKEPIIEDILNLESSPTASGSSVSPGLYSKTMTPIYDPINGTPASSTMTWFSDSPLTEQNCSILAFSQPPQSPEALADMYQPRSLVDKAKLNAGWLDSSRSLMEQGIQEDEQLLLRFKYYSFFDLNPKYDAVRINQLYEQARWAI.... Result: 0 (no interaction). (3) The miRNA is hsa-miR-4473 with sequence CUAGUGCUCUCCGUUACAAGUA. The protein sequence of the target gene is MGCCGCSGGCGSGCGGCGSGCGGCGSGCGGCGSGCGGCGSGCGGCGSSCCVPICCCKPVCCCVPACSCSSCGSCGGSKGGYGSCGGSKGGCVSCGGSKGGCGSCGGSKGGCGSCGGSKGGCGSCGGSKGGCVSCGGSKGGCGSCGGSKGGCVSCGGSKGGCGSCGGSKGGCGSCGGSKGGCGSCGGSKGGCGSCGCSQCSCCKPCCCSSGCGSSCCQSSCCKPCCSSSGCGSSCCQSSCCKPYCCQSSCCKPCCSSSGCGSSCCQSSCCNPCCSQSSCCVPVCCQCKI. Result: 0 (no interaction).